From a dataset of Peptide-MHC class I binding affinity with 185,985 pairs from IEDB/IMGT. Regression. Given a peptide amino acid sequence and an MHC pseudo amino acid sequence, predict their binding affinity value. This is MHC class I binding data. The binding affinity (normalized) is 0.147. The MHC is HLA-A26:01 with pseudo-sequence HLA-A26:01. The peptide sequence is VVYGYFIWY.